Dataset: Reaction yield outcomes from USPTO patents with 853,638 reactions. Task: Predict the reaction yield, written as a fraction of the theoretical maximum amount of product (1.0 means a 100% yield; for example, 0.34 means a 34% yield). (1) The reactants are [CH3:1][N:2]([CH:10]1[CH2:15][CH2:14][C:13]([C:16]2[C:24]3[C:19](=[CH:20][CH:21]=[C:22]([NH:25][C:26]([C:28]4[S:29][CH:30]=[CH:31][CH:32]=4)=[NH:27])[CH:23]=3)[NH:18][CH:17]=2)=[CH:12][CH2:11]1)C(=O)OC(C)(C)C.C(O)(C(F)(F)F)=O. The catalyst is C(Cl)Cl. The product is [CH3:1][NH:2][CH:10]1[CH2:15][CH2:14][C:13]([C:16]2[C:24]3[C:19](=[CH:20][CH:21]=[C:22]([NH:25][C:26]([C:28]4[S:29][CH:30]=[CH:31][CH:32]=4)=[NH:27])[CH:23]=3)[NH:18][CH:17]=2)=[CH:12][CH2:11]1. The yield is 0.740. (2) The reactants are [Cl:1][C:2]1[C:3]2[N:4]([CH:8]=[C:9]([CH2:11][CH2:12][C:13]#[C:14][Si](C)(C)C)[N:10]=2)[CH:5]=[CH:6][CH:7]=1. The catalyst is CCOCC. The product is [CH2:11]([C:9]1[N:10]=[C:3]2[C:2]([Cl:1])=[CH:7][CH:6]=[CH:5][N:4]2[CH:8]=1)[CH2:12][C:13]#[CH:14]. The yield is 0.740. (3) The reactants are [Br:1][C:2]1[CH:3]=[C:4]2[C:8](=[CH:9][CH:10]=1)[NH:7][N:6]=[CH:5]2.[CH3:11][O:12][CH:13]([O:16][CH3:17])[CH2:14]Br.C([O-])([O-])=O.[Cs+].[Cs+]. The catalyst is CS(C)=O.O.CCOC(C)=O. The product is [Br:1][C:2]1[CH:3]=[C:4]2[C:8](=[CH:9][CH:10]=1)[N:7]([CH2:14][CH:13]([O:16][CH3:17])[O:12][CH3:11])[N:6]=[CH:5]2. The yield is 0.460. (4) The reactants are [OH:1][C:2]1[CH:9]=[CH:8][C:7]([O:10][CH3:11])=[CH:6][C:3]=1[CH:4]=O.Cl[CH2:13][C:14]([N:16]([O:18][CH3:19])[CH3:17])=[O:15].[I-].[Na+].C(=O)([O-])[O-].[K+].[K+]. The catalyst is CN(C)C=O. The product is [CH3:19][O:18][N:16]([CH3:17])[C:14]([C:13]1[O:1][C:2]2[CH:9]=[CH:8][C:7]([O:10][CH3:11])=[CH:6][C:3]=2[CH:4]=1)=[O:15]. The yield is 0.610. (5) The yield is 0.360. The product is [C:12]([C:7]1[O:8][C:9]2[C:4]([C:5](=[O:18])[CH:6]=1)=[CH:3][C:2]([Br:1])=[CH:11][CH:10]=2)(=[O:13])[CH3:19]. The reactants are [Br:1][C:2]1[CH:3]=[C:4]2[C:9](=[CH:10][CH:11]=1)[O:8][C:7]([C:12](N(OC)C)=[O:13])=[CH:6][C:5]2=[O:18].[CH3:19][Mg]Br. The catalyst is C1COCC1. (6) The reactants are [Cl:1][C:2]1[N:7]=[C:6]([N:8]2[C:12]([CH3:13])=[CH:11][C:10]([CH3:14])=[N:9]2)[N:5]=[C:4]([NH2:15])[CH:3]=1.[C:16](OC(=O)C)(=[O:18])[CH3:17].O. The catalyst is C(O)(=O)C. The product is [Cl:1][C:2]1[N:7]=[C:6]([N:8]2[C:12]([CH3:13])=[CH:11][C:10]([CH3:14])=[N:9]2)[N:5]=[C:4]([NH:15][C:16](=[O:18])[CH3:17])[CH:3]=1. The yield is 0.830. (7) The reactants are [C:1]([O:5][C:6]([N:8]1[CH2:13][CH2:12][C:11](=O)[C:10](=[CH:15]N(C)C)[CH2:9]1)=[O:7])([CH3:4])([CH3:3])[CH3:2].C(=O)(O)O.[NH2:23][C:24]([NH2:26])=[NH:25].O.O.O.C([O-])(=O)C.[Na+]. The catalyst is CO. The product is [C:1]([O:5][C:6]([N:8]1[CH2:13][CH2:12][C:11]2[N:25]=[C:24]([NH2:26])[N:23]=[CH:15][C:10]=2[CH2:9]1)=[O:7])([CH3:4])([CH3:2])[CH3:3]. The yield is 0.550. (8) The reactants are C1(S([N:10]2[C:14]3=[N:15][CH:16]=[C:17]([C:19]4[CH:20]=[CH:21][C:22]5[O:26][CH2:25][CH2:24][C:23]=5[CH:27]=4)[CH:18]=[C:13]3[C:12]([C:28]3[CH:29]=[N:30][NH:31][CH:32]=3)=[CH:11]2)(=O)=O)C=CC=CC=1.[OH-].[Na+]. The catalyst is CCO. The yield is 0.530. The product is [O:26]1[C:22]2[CH:21]=[CH:20][C:19]([C:17]3[CH:18]=[C:13]4[C:12]([C:28]5[CH:32]=[N:31][NH:30][CH:29]=5)=[CH:11][NH:10][C:14]4=[N:15][CH:16]=3)=[CH:27][C:23]=2[CH2:24][CH2:25]1.